Dataset: Peptide-MHC class II binding affinity with 134,281 pairs from IEDB. Task: Regression. Given a peptide amino acid sequence and an MHC pseudo amino acid sequence, predict their binding affinity value. This is MHC class II binding data. (1) The peptide sequence is PAGVCPTIGVGGNFA. The MHC is DRB3_0202 with pseudo-sequence DRB3_0202. The binding affinity (normalized) is 0. (2) The peptide sequence is APEDKYEAFVLHFSE. The MHC is HLA-DQA10501-DQB10201 with pseudo-sequence HLA-DQA10501-DQB10201. The binding affinity (normalized) is 0.520. (3) The peptide sequence is QLAFDTYQEFEEAYI. The binding affinity (normalized) is 0.274. The MHC is DRB1_0701 with pseudo-sequence DRB1_0701. (4) The peptide sequence is EKKYFAATQFEPLTA. The MHC is DRB1_0101 with pseudo-sequence DRB1_0101. The binding affinity (normalized) is 0.576.